Dataset: Experimentally validated miRNA-target interactions with 360,000+ pairs, plus equal number of negative samples. Task: Binary Classification. Given a miRNA mature sequence and a target amino acid sequence, predict their likelihood of interaction. (1) The miRNA is hsa-miR-145-5p with sequence GUCCAGUUUUCCCAGGAAUCCCU. The protein sequence of the target gene is MSRFLNVLRSWLVMVSIIAMGNTLQSFRDHTFLYEKLYTGKPNLVNGLQARTFGIWTLLSSVIRCLCAIDIHNKTLYHITLWTFLLALGHFLSELFVYGTAAPTIGVLAPLMVASFSILGMLVGLRYLEVEPVSRQKKRN. Result: 0 (no interaction). (2) The miRNA is hsa-miR-1275 with sequence GUGGGGGAGAGGCUGUC. The protein sequence of the target gene is MQKPSGLKPPGRGGKHSSPMGRTSTGSASSSAAVAASSKEGSPLHKQSSGPSSSPAAAAAPEKPGPKAAEVGDDFLGDFVVGERVWVNGVKPGVVQYLGETQFAPGQWAGVVLDDPVGKNDGAVGGVRYFECPALQGIFTRPSKLTRQPTAEGSGSDAHSVESLTAQNLSLHSGTATPPLTSRVIPLRESVLNSSVKTGNESGSNLSDSGSVKRGEKDLRLGDRVLVGGTKTGVVRYVGETDFAKGEWCGVELDEPLGKNDGAVAGTRYFQCPPKFGLFAPIHKVIRIGFPSTSPAKAKK.... Result: 1 (interaction). (3) The miRNA is hsa-miR-5191 with sequence AGGAUAGGAAGAAUGAAGUGCU. The protein sequence of the target gene is MGQEEELLRIAKKLEKMVARKNTEGALDLLKKLHSCQMSIQLLQTTRIGVAVNGVRKHCSDKEVVSLAKVLIKNWKRLLDSPGPPKGEKGEEREKAKKKEKGLECSDWKPEAGLSPPRKKREDPKTRRDSVDSKSSASSSPKRPSVERSNSSKSKAESPKTPSSPLTPTFASSMCLLAPCYLTGDSVRDKCVEMLSAALKADDDYKDYGVNCDKMASEIEDHIYQELKSTDMKYRNRVRSRISNLKDPRNPGLRRNVLSGAISAGLIAKMTAEEMASDELRELRNAMTQEAIREHQMAKT.... Result: 0 (no interaction). (4) The miRNA is hsa-miR-514a-5p with sequence UACUCUGGAGAGUGACAAUCAUG. The protein sequence of the target gene is MDTSDLFASCRKGDVGRVRYLLEQRDVEVNVRDKWDSTPLYYACLCGHEELVLYLLANGARCEANTFDGERCLYGALSDPIRRALRDYKQVTASCRRRDYYDDFLQRLLEQGIHSDVVFVVHGKPFRVHRCVLGARSAYFANMLDTKWKGKSVVVLRHPLINPVAFGALLQYLYTGRLDIGVEHVSDCERLAKQCQLWDLLSDLEAKCEKVSEFVASKPGTCVKVLTIEPPPADPRLREDMALLADCALPPELRGDLWELPFPCPDGFNSCPDICFRVAGCSFLCHKAFFCGRSDYFRAL.... Result: 0 (no interaction). (5) Result: 1 (interaction). The protein sequence of the target gene is MADGPRCKRRKQANPRRNNVTNYNNVIEANSDSDDEDKLHIVEEESITDAADCDASVPEDDLPTDHTVLPENSEREGSTNSCWEDEGKETKEILGPEAQSDEVGCTVKEDECDSDAENEQNHDPNVEEFLQQEDTAVIYPEAPEEDQRQGTPEASGQDENGTPDAFSQLLTCPYCDRGYKRFTSLKEHIKYRHEKNEDNFSCSLCSYTFAYRTQLDRHMTSHKSGRDQRHVTQSSGNRKFKCTECGKAFKYKHHLKEHLRIHSGEKPYECPNCKKRFSHSGSYSSHISSKKCIGLMPVKG.... The miRNA is gga-miR-199-5p with sequence CCCAGUGUUCAGACUACCUGUUC. (6) The miRNA is hsa-miR-323a-3p with sequence CACAUUACACGGUCGACCUCU. The protein sequence of the target gene is MSVDMNSQGSDSNEEDYDPNCEEEEEEEEDDPGDIEDYYVGVASDVEQQGADAFDPEEYQFTCLTYKESEGALNEHMTSLASVLKVSHSVAKLILVNFHWQVSEILDRYKSNSAQLLVEARVQPNPSKHVPTSHPPHHCAVCMQFVRKENLLSLACQHQFCRSCWEQHCSVLVKDGVGVGVSCMAQDCPLRTPEDFVFPLLPNEELREKYRRYLFRDYVESHYQLQLCPGADCPMVIRVQEPRARRVQCNRCNEVFCFKCRQMYHAPTDCATIRKWLTKCADDSETANYISAHTKDCPKC.... Result: 0 (no interaction). (7) The miRNA is hsa-miR-3918 with sequence ACAGGGCCGCAGAUGGAGACU. The protein sequence of the target gene is MWPLAAALLLGSCCCGSAQLLFSNVNSIEFTSCNETVVIPCIVRNVEAQSTEEMFVKWKLNKSYIFIYDGNKNSTTTDQNFTSAKISVSDLINGIASLKMDKRDAMVGNYTCEVTELSREGKTVIELKNRTVSWFSPNEKILIVIFPILAILLFWGKFGILTLKYKSSHTNKRIILLLVAGLVLTVIVVVGAILLIPGEKPVKNASGLGLIVISTGILILLQYNVFMTAFGMTSFTIAILITQVLGYVLALVGLCLCIMACEPVHGPLLISGLGIIALAELLGLVYMKFVASNQRTIQPP.... Result: 0 (no interaction). (8) The miRNA is mmu-miR-495-3p with sequence AAACAAACAUGGUGCACUUCUU. The protein sequence of the target gene is MEDAGEDPTTFAAHSLPSDPRLLATVTNAYLGTRVFHDTLHVSGVYNGAGGDTHRAMLPSPLNVRLEAPAGMGEQLTETFALDTNTGSFLHTLEGPRFRASQCIYAHRTLPHVLAFRVSIARLAPGSGPITLLLRSAFSPESPDLDLHQGPDFQGARYLYGHTLTPEQPGGPQQEVHMLWTPAPPDLTLGEGEEARTWDFLTAVGGSQAEAQACLTEALQLQARGALYTAHAQAWAQLWVECGLDVVGPLQLRQALRGSLYYLLSALPQPKAPGYICHGLSPGGLSNGSREECYWGHVFW.... Result: 0 (no interaction).